From a dataset of Full USPTO retrosynthesis dataset with 1.9M reactions from patents (1976-2016). Predict the reactants needed to synthesize the given product. (1) Given the product [O:1]([C:8]1[CH:9]=[C:10]([CH:11]=[CH:12][CH:13]=1)[O:14][CH:16]([S:26][CH3:27])[C:17]([NH:19][C:20]([CH3:21])([C:22]#[C:23][CH3:24])[CH3:25])=[O:18])[C:2]1[CH:3]=[CH:4][CH:5]=[CH:6][CH:7]=1, predict the reactants needed to synthesize it. The reactants are: [O:1]([C:8]1[CH:9]=[C:10]([OH:14])[CH:11]=[CH:12][CH:13]=1)[C:2]1[CH:7]=[CH:6][CH:5]=[CH:4][CH:3]=1.Cl[CH:16]([S:26][CH3:27])[C:17]([NH:19][C:20]([CH3:25])([C:22]#[C:23][CH3:24])[CH3:21])=[O:18]. (2) The reactants are: [NH2:1][CH:2]([CH2:8][C:9]1[CH:14]=[C:13]([F:15])[C:12]([F:16])=[CH:11][C:10]=1[F:17])[CH2:3][C:4]([O:6][CH3:7])=[O:5].[C:18]([OH:28])(=[O:27])[C@@H:19]([C:21]1[CH:26]=[CH:25][CH:24]=[CH:23][CH:22]=1)[OH:20].O. Given the product [C:18]([OH:28])(=[O:27])[C@@H:19]([C:21]1[CH:26]=[CH:25][CH:24]=[CH:23][CH:22]=1)[OH:20].[NH2:1][C@H:2]([CH2:8][C:9]1[CH:14]=[C:13]([F:15])[C:12]([F:16])=[CH:11][C:10]=1[F:17])[CH2:3][C:4]([O:6][CH3:7])=[O:5], predict the reactants needed to synthesize it. (3) Given the product [C@@H:1]1([C:7]([O:9][CH3:11])=[O:8])[CH2:6][CH2:5][CH:4]=[CH:3][CH2:2]1, predict the reactants needed to synthesize it. The reactants are: [C@@H:1]1([C:7]([OH:9])=[O:8])[CH2:6][CH2:5][CH:4]=[CH:3][CH2:2]1.Cl.[CH3:11]O. (4) Given the product [NH:30]1[C:31]2[C:27](=[CH:26][CH:25]=[CH:24][C:23]=2[CH2:14][CH2:18][C:19]2[CH:15]=[CH:16][C:17]([C:42]([O:43][CH3:44])=[O:21])=[CH:1][CH:20]=2)[CH2:28][CH2:29]1, predict the reactants needed to synthesize it. The reactants are: [CH:1]12[CH2:20][CH2:19][CH2:18][CH:14]([CH2:15][CH2:16][CH2:17]1)B12[H]B2([CH:14]3[CH2:18][CH2:19][CH2:20][CH:1]2[CH2:17][CH2:16][CH2:15]3)[H]1.[OH2:21].Br[C:23]1[CH:24]=[CH:25][CH:26]=[C:27]2[C:31]=1[NH:30][CH2:29][CH2:28]2.[O-]P([O-])([O-])=O.[K+].[K+].[K+].C1[CH2:44][O:43][CH2:42]C1. (5) Given the product [CH2:9]([O:16][C:17]([C:19]1([CH2:8][CH:6]=[CH2:7])[CH2:23][CH2:22][CH2:21][CH2:20]1)=[O:18])[C:10]1[CH:15]=[CH:14][CH:13]=[CH:12][CH:11]=1, predict the reactants needed to synthesize it. The reactants are: [Li+].CC([N-][CH:6]([CH3:8])[CH3:7])C.[CH2:9]([O:16][C:17]([CH:19]1[CH2:23][CH2:22][CH2:21][CH2:20]1)=[O:18])[C:10]1[CH:15]=[CH:14][CH:13]=[CH:12][CH:11]=1.C(Br)C=C. (6) Given the product [C:1]12([S:11][C:19]3[CH:20]=[CH:21][CH:22]=[C:15]([Br:14])[C:16]=3[C:17]#[N:18])[CH2:8][CH:7]3[CH2:6][CH:5]([CH2:4][CH:3]([CH2:9]3)[CH2:2]1)[CH2:10]2, predict the reactants needed to synthesize it. The reactants are: [C:1]12([SH:11])[CH2:10][CH:5]3[CH2:6][CH:7]([CH2:9][CH:3]([CH2:4]3)[CH2:2]1)[CH2:8]2.[H-].[Na+].[Br:14][C:15]1[CH:22]=[CH:21][CH:20]=[C:19](F)[C:16]=1[C:17]#[N:18].C(OCC)C. (7) The reactants are: FC(F)(F)C(O)=O.[CH3:8][C:9]1[CH:14]=[CH:13][CH:12]=[C:11]([CH3:15])[C:10]=1[O:16][C:17]1[N:22]=[CH:21][C:20]([NH:23][C:24](=[O:36])[C:25]([NH:28]C(=O)OC(C)(C)C)([CH3:27])[CH3:26])=[CH:19][CH:18]=1. Given the product [CH3:15][C:11]1[CH:12]=[CH:13][CH:14]=[C:9]([CH3:8])[C:10]=1[O:16][C:17]1[N:22]=[CH:21][C:20]([NH:23][C:24](=[O:36])[C:25]([CH3:26])([CH3:27])[NH2:28])=[CH:19][CH:18]=1, predict the reactants needed to synthesize it.